Dataset: Forward reaction prediction with 1.9M reactions from USPTO patents (1976-2016). Task: Predict the product of the given reaction. Given the reactants O=[N+:2](O)[C:3]1[CH:8]=[CH:7][C:6]([O:9][CH:10]2[CH2:14][CH2:13][O:12][CH2:11]2)=[CH:5][CH:4]=1, predict the reaction product. The product is: [O:12]1[CH2:13][CH2:14][CH:10]([O:9][C:6]2[CH:5]=[CH:4][C:3]([NH2:2])=[CH:8][CH:7]=2)[CH2:11]1.